This data is from Blood-brain barrier penetration binary classification data from Martins et al.. The task is: Regression/Classification. Given a drug SMILES string, predict its absorption, distribution, metabolism, or excretion properties. Task type varies by dataset: regression for continuous measurements (e.g., permeability, clearance, half-life) or binary classification for categorical outcomes (e.g., BBB penetration, CYP inhibition). Dataset: bbb_martins. (1) The compound is CCCCOC(=O)C(=O)[C@H]1[C@H](C)C[C@H]2[C@@H]3C[C@H](F)C4=CC(=O)C=C[C@]4(C)[C@H]3[C@@H](O)C[C@@]21C. The result is 1 (penetrates BBB). (2) The compound is CCCCCCC(=O)OCCN1CCN(CCCN2c3ccccc3Sc3ccc(C(F)(F)F)cc32)CC1. The result is 1 (penetrates BBB). (3) The compound is CC(C(=O)O)c1cccc(C(=O)c2ccccc2)c1. The result is 1 (penetrates BBB). (4) The compound is CC(=O)c1ccc2c(c1)N(CCCN1CCC(CCO)CC1)c1ccccc1S2. The result is 1 (penetrates BBB). (5) The compound is Oc1ccc2c3c1OC1C(O)CCC4(O)C(C2)N(CC2CCC2)CCC314. The result is 1 (penetrates BBB). (6) The drug is CC(Cc1ccccc1)NC(C#N)c1ccccc1. The result is 1 (penetrates BBB). (7) The drug is Cc1c2oc3c(C)ccc(C(=O)NC4C(=O)NC(C(C)C)C(=O)N5CCCC5C(=O)N(C)CC(=O)N(C)C(C(C)C)C(=O)OC4C)c3nc-2c(C(=O)NC2C(=O)NC(C(C)C)C(=O)N3CCCC3C(=O)N(C)CC(=O)N(C)C(C(C)C)C(=O)OC2C)c(N)c1=O. The result is 0 (does not penetrate BBB). (8) The molecule is CN(C)c1cc(-c2nc(N)n[nH]2)ccn1. The result is 0 (does not penetrate BBB). (9) The drug is O=C(NCCN1CCOCC1)c1ccc(Cl)cc1. The result is 1 (penetrates BBB). (10) The result is 1 (penetrates BBB). The compound is Nc1nc(NC2CC2)c2ncn([C@H]3C=C[C@@H](CO)C3)c2n1.